The task is: Predict the reactants needed to synthesize the given product.. This data is from Full USPTO retrosynthesis dataset with 1.9M reactions from patents (1976-2016). (1) The reactants are: [C:1]([Si:5]([O:8][CH2:9][C:10]1([CH2:16][CH3:17])[CH2:15][CH2:14][CH:13]=[CH:12][O:11]1)([CH3:7])[CH3:6])([CH3:4])([CH3:3])[CH3:2].[OH:18]O.[OH-].[Na+]. Given the product [Si:5]([O:8][CH2:9][C:10]1([CH2:16][CH3:17])[O:11][CH2:12][CH:13]([OH:18])[CH2:14][CH2:15]1)([C:1]([CH3:4])([CH3:3])[CH3:2])([CH3:7])[CH3:6], predict the reactants needed to synthesize it. (2) Given the product [NH2:9][C:10]1[CH:17]=[CH:16][CH:15]=[C:14]([O:8][CH2:7][CH:3]2[CH2:4][CH2:5][CH2:6][NH:1][CH2:2]2)[C:11]=1[C:12]#[N:13], predict the reactants needed to synthesize it. The reactants are: [NH:1]1[CH2:6][CH2:5][CH2:4][CH:3]([CH2:7][OH:8])[CH2:2]1.[NH2:9][C:10]1[CH:17]=[CH:16][CH:15]=[C:14](F)[C:11]=1[C:12]#[N:13]. (3) Given the product [NH2:8][C:9]1[CH:14]=[CH:13][C:12]([C:15]2[CH:16]=[CH:17][C:18](/[CH:21]=[CH:22]/[C:23]3[N:24]([CH2:36][C:37]4[CH:38]=[CH:39][C:40]([C:41]([OH:43])=[O:42])=[CH:44][CH:45]=4)[CH:25]=[C:26]([C:28]4[CH:33]=[CH:32][C:31]([Cl:34])=[CH:30][C:29]=4[Cl:35])[N:27]=3)=[CH:19][CH:20]=2)=[CH:11][C:10]=1[O:46][CH3:47], predict the reactants needed to synthesize it. The reactants are: C(OC([NH:8][C:9]1[CH:14]=[CH:13][C:12]([C:15]2[CH:20]=[CH:19][C:18](/[CH:21]=[CH:22]/[C:23]3[N:24]([CH2:36][C:37]4[CH:45]=[CH:44][C:40]([C:41]([OH:43])=[O:42])=[CH:39][CH:38]=4)[CH:25]=[C:26]([C:28]4[CH:33]=[CH:32][C:31]([Cl:34])=[CH:30][C:29]=4[Cl:35])[N:27]=3)=[CH:17][CH:16]=2)=[CH:11][C:10]=1[O:46][CH3:47])=O)(C)(C)C.Cl. (4) Given the product [CH3:25][O:24][C:17]1[CH2:18][CH2:19][C@H:20]2[C:15](=[CH:14][CH2:13][C@@H:12]3[C@@H:21]2[CH2:22][CH2:23][C@@:8]2([CH2:9][CH3:10])[C@H:11]3[CH:5]=[CH:6][C:7]2=[O:26])[CH:16]=1, predict the reactants needed to synthesize it. The reactants are: C(O[C@@H:5]1[C@H:11]2[C@H:12]3[C@H:21]([CH2:22][CH2:23][C@:8]2([CH2:9][CH3:10])[C:7](=[O:26])[CH2:6]1)[C@@H:20]1[C:15]([CH:16]=[C:17]([O:24][CH3:25])[CH2:18][CH2:19]1)=[CH:14][CH2:13]3)(=O)C.C(=O)([O-])[O-].[K+].[K+].